This data is from Reaction yield outcomes from USPTO patents with 853,638 reactions. The task is: Predict the reaction yield, written as a fraction of the theoretical maximum amount of product (1.0 means a 100% yield; for example, 0.34 means a 34% yield). The reactants are [Cl:1][C:2]1[CH:3]=[C:4]([OH:12])[CH:5]=[C:6]([C:8]([F:11])([F:10])[F:9])[CH:7]=1.F[C:14]1[CH:21]=[CH:20][C:17]([CH:18]=[O:19])=[CH:16][CH:15]=1.C([O-])([O-])=O.[K+].[K+]. The catalyst is CN(C=O)C.O. The product is [Cl:1][C:2]1[CH:3]=[C:4]([O:12][C:14]2[CH:21]=[CH:20][C:17]([CH:18]=[O:19])=[CH:16][CH:15]=2)[CH:5]=[C:6]([C:8]([F:10])([F:11])[F:9])[CH:7]=1. The yield is 1.08.